This data is from Forward reaction prediction with 1.9M reactions from USPTO patents (1976-2016). The task is: Predict the product of the given reaction. (1) Given the reactants [CH3:1][N:2]([CH3:34])[C:3]1[C:8]([CH2:9][C:10]([O:12]C)=[O:11])=[CH:7][N:6]=[C:5]([CH2:14][C:15]2[CH:20]=[CH:19][C:18]([NH:21][C:22]([C:24]3[CH:33]=[CH:32][C:31]4[C:26](=[CH:27][CH:28]=[CH:29][CH:30]=4)[CH:25]=3)=[O:23])=[CH:17][CH:16]=2)[N:4]=1.[OH-].[Na+].CCOCC.Cl, predict the reaction product. The product is: [CH3:34][N:2]([CH3:1])[C:3]1[C:8]([CH2:9][C:10]([OH:12])=[O:11])=[CH:7][N:6]=[C:5]([CH2:14][C:15]2[CH:16]=[CH:17][C:18]([NH:21][C:22]([C:24]3[CH:33]=[CH:32][C:31]4[C:26](=[CH:27][CH:28]=[CH:29][CH:30]=4)[CH:25]=3)=[O:23])=[CH:19][CH:20]=2)[N:4]=1. (2) Given the reactants I[C:2]1[CH:11]=[CH:10][CH:9]=[C:8]2[C:3]=1[CH2:4][CH2:5][N:6]1[C:16](=[O:17])[CH2:15][NH:14][C:13](=[O:18])[CH:12]=[C:7]12.C([Sn](CCCC)(CCCC)[C:24]([O:26]CC)=[CH2:25])CCC.Cl.C([O-])(O)=O.[Na+], predict the reaction product. The product is: [C:24]([C:2]1[CH:11]=[CH:10][CH:9]=[C:8]2[C:3]=1[CH2:4][CH2:5][N:6]1[C:16](=[O:17])[CH2:15][NH:14][C:13](=[O:18])[CH:12]=[C:7]12)(=[O:26])[CH3:25].